This data is from Full USPTO retrosynthesis dataset with 1.9M reactions from patents (1976-2016). The task is: Predict the reactants needed to synthesize the given product. (1) Given the product [CH3:1][O:2][C:3]1[CH:10]=[CH:9][C:6]([CH:7]=[CH:20][C:19]([O:22][CH2:23][CH3:24])=[O:21])=[CH:5][C:4]=1[N+:11]([O-:13])=[O:12], predict the reactants needed to synthesize it. The reactants are: [CH3:1][O:2][C:3]1[CH:10]=[CH:9][C:6]([CH:7]=O)=[CH:5][C:4]=1[N+:11]([O-:13])=[O:12].O1CCCC1.[C:19]([O:22][CH2:23][CH3:24])(=[O:21])[CH3:20]. (2) Given the product [Cl:1][C:2]1[C:7]([S:8][CH3:9])=[C:6]([N:10]2[CH2:15][CH2:14][O:13][CH2:12][CH2:11]2)[N:5]=[C:4]([C:16]2[CH:21]=[CH:20][C:19]([O:22][C:27](=[O:28])[NH:26][CH2:25][CH2:24][Cl:23])=[CH:18][CH:17]=2)[N:3]=1, predict the reactants needed to synthesize it. The reactants are: [Cl:1][C:2]1[C:7]([S:8][CH3:9])=[C:6]([N:10]2[CH2:15][CH2:14][O:13][CH2:12][CH2:11]2)[N:5]=[C:4]([C:16]2[CH:21]=[CH:20][C:19]([OH:22])=[CH:18][CH:17]=2)[N:3]=1.[Cl:23][CH2:24][CH2:25][N:26]=[C:27]=[O:28].C1(C)C=CC=CC=1. (3) Given the product [CH3:10][C:11]1[CH:16]=[C:15]([C:21]2[N:26]=[CH:25][C:24]([NH2:27])=[CH:23][CH:22]=2)[CH:14]=[CH:13][N:12]=1, predict the reactants needed to synthesize it. The reactants are: O.P([O-])([O-])([O-])=O.[K+].[K+].[K+].[CH3:10][C:11]1[CH:16]=[C:15](B(O)O)[CH:14]=[CH:13][N:12]=1.Br[C:21]1[N:26]=[CH:25][C:24]([NH2:27])=[CH:23][CH:22]=1.[Br-]. (4) Given the product [C:1]([N:8]1[CH2:15][C:14]([F:16])([F:17])[CH2:13][C@H:9]1[C:10]([OH:12])=[O:11])([O:3][CH2:4][CH:7]1[C:37]2[C:38](=[CH:33][CH:34]=[CH:35][CH:36]=2)[C:39]2[C:44]1=[CH:43][CH:42]=[CH:41][CH:40]=2)=[O:2], predict the reactants needed to synthesize it. The reactants are: [C:1]([N:8]1[CH2:15][C:14]([F:17])([F:16])[CH2:13][C@H:9]1[C:10]([OH:12])=[O:11])([O:3][C:4]([CH3:7])(C)C)=[O:2].C(O)(C(F)(F)F)=O.C(Cl)Cl.C(Cl)(OCC1[C:44]2[C:39](=[CH:40][CH:41]=[CH:42][CH:43]=2)[C:38]2[C:33]1=[CH:34][CH:35]=[CH:36][CH:37]=2)=O.